Dataset: Reaction yield outcomes from USPTO patents with 853,638 reactions. Task: Predict the reaction yield, written as a fraction of the theoretical maximum amount of product (1.0 means a 100% yield; for example, 0.34 means a 34% yield). (1) The reactants are Cl[C:2]1[N:7]=[C:6]([C:8]2[S:12][C:11]([C:13]([CH3:16])([CH3:15])[CH3:14])=[N:10][C:9]=2[C:17]2[CH:18]=[C:19]([NH:23][S:24]([C:27]3[CH:32]=[C:31]([F:33])[CH:30]=[CH:29][C:28]=3[F:34])(=[O:26])=[O:25])[CH:20]=[CH:21][CH:22]=2)[CH:5]=[CH:4][N:3]=1.[NH3:35].C(O)(C)C. No catalyst specified. The product is [NH2:35][C:2]1[N:7]=[C:6]([C:8]2[S:12][C:11]([C:13]([CH3:16])([CH3:15])[CH3:14])=[N:10][C:9]=2[C:17]2[CH:18]=[C:19]([NH:23][S:24]([C:27]3[CH:32]=[C:31]([F:33])[CH:30]=[CH:29][C:28]=3[F:34])(=[O:26])=[O:25])[CH:20]=[CH:21][CH:22]=2)[CH:5]=[CH:4][N:3]=1. The yield is 0.250. (2) The reactants are N[C:2]1[C:7]([N+:8]([O-:10])=[O:9])=[CH:6][CH:5]=[CH:4][C:3]=1[OH:11].N([O-])=O.[Na+].[ClH:16]. The catalyst is O1CCOCC1.O. The product is [Cl:16][C:2]1[C:7]([N+:8]([O-:10])=[O:9])=[CH:6][CH:5]=[CH:4][C:3]=1[OH:11]. The yield is 0.480. (3) The reactants are C[O:2][C:3](=[O:11])[C:4]1[CH:9]=[CH:8][C:7](Cl)=[N:6][CH:5]=1.C(N(CC)C(C)C)(C)C.[CH3:21][C:22]([CH3:26])([CH3:25])[C:23]#[CH:24]. The catalyst is O1CCOCC1.Cl[Pd](Cl)([P](C1C=CC=CC=1)(C1C=CC=CC=1)C1C=CC=CC=1)[P](C1C=CC=CC=1)(C1C=CC=CC=1)C1C=CC=CC=1.[Cu](I)I. The product is [CH3:21][C:22]([CH3:26])([CH3:25])[C:23]#[C:24][C:7]1[CH:8]=[CH:9][C:4]([C:3]([OH:2])=[O:11])=[CH:5][N:6]=1. The yield is 0.990. (4) The product is [CH3:1][N:2]1[CH2:7][CH2:6][N:5]([CH2:9][CH2:10][CH2:11][OH:12])[CH2:4][CH2:3]1. The catalyst is C1(C)C=CC=CC=1. The reactants are [CH3:1][N:2]1[CH2:7][CH2:6][NH:5][CH2:4][CH2:3]1.Br[CH2:9][CH2:10][CH2:11][OH:12]. The yield is 0.860. (5) The reactants are Cl[C:2]1[N:11]=[C:10]([C:12]2[CH:13]=[N:14][CH:15]=[C:16]([F:19])[C:17]=2[CH3:18])[CH:9]=[C:8]2[C:3]=1[CH:4]=[C:5]([NH:20][C:21](=[O:27])[O:22][C:23]([CH3:26])([CH3:25])[CH3:24])[N:6]=[CH:7]2.[CH3:28]B1OB(C)OB(C)O1.C(=O)([O-])[O-].[K+].[K+]. The catalyst is O1CCOCC1.C(OCC)(=O)C.CC(P(C(C)(C)C)C1C=CC(N(C)C)=CC=1)(C)C.CC(P(C(C)(C)C)C1C=CC(N(C)C)=CC=1)(C)C.Cl[Pd]Cl. The product is [F:19][C:16]1[C:17]([CH3:18])=[C:12]([C:10]2[CH:9]=[C:8]3[C:3]([CH:4]=[C:5]([NH:20][C:21](=[O:27])[O:22][C:23]([CH3:26])([CH3:25])[CH3:24])[N:6]=[CH:7]3)=[C:2]([CH3:28])[N:11]=2)[CH:13]=[N:14][CH:15]=1. The yield is 0.500. (6) The reactants are [CH3:1][O:2][C:3](=[O:12])[C:4]1[CH:9]=[CH:8][CH:7]=[C:6]([CH2:10]Br)[CH:5]=1.[Cl:13][C:14]1[CH:15]=[CH:16][C:17](=[O:20])[NH:18][N:19]=1.C(=O)([O-])[O-].[Cs+].[Cs+]. The catalyst is CN1C(=O)CCC1. The product is [CH3:1][O:2][C:3](=[O:12])[C:4]1[CH:9]=[CH:8][CH:7]=[C:6]([CH2:10][N:18]2[C:17](=[O:20])[CH:16]=[CH:15][C:14]([Cl:13])=[N:19]2)[CH:5]=1. The yield is 0.940. (7) The reactants are Cl[C:2]1[N:7]=[C:6]([N:8]([CH3:19])[C:9]2[CH:18]=[CH:17][CH:16]=[CH:15][C:10]=2[C:11]([NH:13][CH3:14])=[O:12])[C:5]([Cl:20])=[CH:4][N:3]=1.[CH3:21][O:22][C:23]1[CH:29]=[CH:28][C:27]([N+:30]([O-:32])=[O:31])=[CH:26][C:24]=1[NH2:25].CC1C=CC(S(O)(=O)=O)=CC=1. The catalyst is CC(O)C.C(OCC)(=O)C. The product is [Cl:20][C:5]1[C:6]([N:8]([CH3:19])[C:9]2[CH:18]=[CH:17][CH:16]=[CH:15][C:10]=2[C:11]([NH:13][CH3:14])=[O:12])=[N:7][C:2]([NH:25][C:24]2[CH:26]=[C:27]([N+:30]([O-:32])=[O:31])[CH:28]=[CH:29][C:23]=2[O:22][CH3:21])=[N:3][CH:4]=1. The yield is 0.340.